Dataset: Reaction yield outcomes from USPTO patents with 853,638 reactions. Task: Predict the reaction yield, written as a fraction of the theoretical maximum amount of product (1.0 means a 100% yield; for example, 0.34 means a 34% yield). (1) The reactants are Br[C:2]1[C:3]([N:24]2[CH2:29][CH2:28][CH2:27][C@@H:26]([NH:30][C:31]([O:33][C:34]([CH3:37])([CH3:36])[CH3:35])=[O:32])[CH2:25]2)=[C:4]2[C:10]([NH:11][C:12]([CH:14]3[CH2:16][CH2:15]3)=[O:13])=[CH:9][N:8]([C:17]([O:19][C:20]([CH3:23])([CH3:22])[CH3:21])=[O:18])[C:5]2=[N:6][CH:7]=1.[C:38](=O)([O-])[O-].[K+].[K+].CB1OB(C)OB(C)O1.CC#N.O. The catalyst is O1CCOCC1.C1C=CC([P]([Pd]([P](C2C=CC=CC=2)(C2C=CC=CC=2)C2C=CC=CC=2)([P](C2C=CC=CC=2)(C2C=CC=CC=2)C2C=CC=CC=2)[P](C2C=CC=CC=2)(C2C=CC=CC=2)C2C=CC=CC=2)(C2C=CC=CC=2)C2C=CC=CC=2)=CC=1. The product is [C:34]([O:33][C:31]([NH:30][C@@H:26]1[CH2:27][CH2:28][CH2:29][N:24]([C:3]2[C:2]([CH3:38])=[CH:7][N:6]=[C:5]3[N:8]([C:17]([O:19][C:20]([CH3:22])([CH3:21])[CH3:23])=[O:18])[CH:9]=[C:10]([NH:11][C:12]([CH:14]4[CH2:16][CH2:15]4)=[O:13])[C:4]=23)[CH2:25]1)=[O:32])([CH3:36])([CH3:37])[CH3:35]. The yield is 0.550. (2) The reactants are I[C:2]1[CH:7]=[CH:6][CH:5]=[CH:4][CH:3]=1.[CH:8]1[C:16]2[C:15]3[CH:17]=[CH:18][CH:19]=[CH:20][C:14]=3[S:13][C:12]=2[C:11]([C:21]2[CH:33]=[CH:32][C:31]3[C:30]4[C:25](=[CH:26][C:27]([C:34]5[C:39]6[S:40][C:41]7[CH:46]=[CH:45][CH:44]=[CH:43][C:42]=7[C:38]=6[CH:37]=[CH:36][CH:35]=5)=[CH:28][CH:29]=4)[NH:24][C:23]=3[CH:22]=2)=[CH:10][CH:9]=1.CC(C)([O-])C.[Na+].C1(C)C(C)=CC=CC=1. The catalyst is C1C=CC(/C=C/C(/C=C/C2C=CC=CC=2)=O)=CC=1.C1C=CC(/C=C/C(/C=C/C2C=CC=CC=2)=O)=CC=1.[Pd].C(P(C(C)(C)C)C(C)(C)C)(C)(C)C.C1(C)C=CC=CC=1. The product is [CH:37]1[C:38]2[C:42]3[CH:43]=[CH:44][CH:45]=[CH:46][C:41]=3[S:40][C:39]=2[C:34]([C:27]2[CH:28]=[CH:29][C:30]3[C:31]4[C:23](=[CH:22][C:21]([C:11]5[C:12]6[S:13][C:14]7[CH:20]=[CH:19][CH:18]=[CH:17][C:15]=7[C:16]=6[CH:8]=[CH:9][CH:10]=5)=[CH:33][CH:32]=4)[N:24]([C:2]4[CH:7]=[CH:6][CH:5]=[CH:4][CH:3]=4)[C:25]=3[CH:26]=2)=[CH:35][CH:36]=1. The yield is 0.930.